From a dataset of Catalyst prediction with 721,799 reactions and 888 catalyst types from USPTO. Predict which catalyst facilitates the given reaction. (1) Reactant: [Br:1][C:2]1[C:11]([C:12]2[CH:17]=[CH:16][C:15]([F:18])=[CH:14][CH:13]=2)=[CH:10][C:9]([O:19]C)=[C:8]2[C:3]=1[C:4](=[O:29])[N:5](COCC[Si](C)(C)C)[CH:6]=[N:7]2.B(Br)(Br)Br. Product: [Br:1][C:2]1[C:11]([C:12]2[CH:13]=[CH:14][C:15]([F:18])=[CH:16][CH:17]=2)=[CH:10][C:9]([OH:19])=[C:8]2[C:3]=1[C:4](=[O:29])[NH:5][CH:6]=[N:7]2. The catalyst class is: 4. (2) Product: [N:15]1([CH2:2][C:3]2[CH:8]=[N:7][C:6]([C:9]3[CH:14]=[CH:13][CH:12]=[CH:11][CH:10]=3)=[CH:5][N:4]=2)[CH:19]=[CH:18][N:17]=[CH:16]1. Reactant: Br[CH2:2][C:3]1[CH:8]=[N:7][C:6]([C:9]2[CH:14]=[CH:13][CH:12]=[CH:11][CH:10]=2)=[CH:5][N:4]=1.[NH:15]1[CH:19]=[CH:18][N:17]=[CH:16]1.C([O-])([O-])=O.[K+].[K+]. The catalyst class is: 3. (3) Reactant: Br[CH2:2][CH2:3][N:4]1[C:12]2[CH:11]=[C:10]([C:13]3[CH:18]=[CH:17][C:16]([O:19][CH2:20][CH3:21])=[C:15]([C:22]([F:25])([F:24])[F:23])[CH:14]=3)[N:9]=[C:8]([C:26]#[N:27])[C:7]=2[N:6]=[CH:5]1.[NH:28]1[CH2:33][CH2:32][O:31][CH2:30][CH2:29]1. Product: [CH2:20]([O:19][C:16]1[CH:17]=[CH:18][C:13]([C:10]2[N:9]=[C:8]([C:26]#[N:27])[C:7]3[N:6]=[CH:5][N:4]([CH2:3][CH2:2][N:28]4[CH2:33][CH2:32][O:31][CH2:30][CH2:29]4)[C:12]=3[CH:11]=2)=[CH:14][C:15]=1[C:22]([F:25])([F:24])[F:23])[CH3:21]. The catalyst class is: 121.